This data is from Catalyst prediction with 721,799 reactions and 888 catalyst types from USPTO. The task is: Predict which catalyst facilitates the given reaction. (1) Reactant: C[O:2][C:3]1[N:8]=[C:7](S(C)(=O)=O)[N:6]=[C:5]([C:13]2[C:21]3[C:16](=[N:17][CH:18]=[CH:19][CH:20]=3)[N:15](S(C3C=CC=CC=3)(=O)=O)[CH:14]=2)[CH:4]=1.[NH2:31][C:32]1[CH:37]=[CH:36][CH:35]=[CH:34][CH:33]=1. Product: [NH:31]([C:7]1[NH:8][C:3](=[O:2])[CH:4]=[C:5]([C:13]2[C:21]3[C:16](=[N:17][CH:18]=[CH:19][CH:20]=3)[NH:15][CH:14]=2)[N:6]=1)[C:32]1[CH:37]=[CH:36][CH:35]=[CH:34][CH:33]=1. The catalyst class is: 60. (2) Reactant: [CH3:1][S:2][C:3]1[CH:4]=[C:5]([CH:9]=[CH:10][CH:11]=1)[C:6]([NH2:8])=[O:7].CO[CH:14](OC)[N:15]([CH3:17])[CH3:16]. The catalyst class is: 5. Product: [CH3:14][N:15]([CH3:17])[CH:16]=[N:8][C:6](=[O:7])[C:5]1[CH:9]=[CH:10][CH:11]=[C:3]([S:2][CH3:1])[CH:4]=1. (3) Reactant: [Br:1][C:2]1[CH:7]=[CH:6][C:5]([C:8]#[C:9][CH2:10][C@H:11]([NH:16]C(OC(C)(C)C)=O)[C:12]([O:14][CH3:15])=[O:13])=[CH:4][CH:3]=1.C(Cl)(C)=O. Product: [NH2:16][C@@H:11]([CH2:10][C:9]#[C:8][C:5]1[CH:4]=[CH:3][C:2]([Br:1])=[CH:7][CH:6]=1)[C:12]([O:14][CH3:15])=[O:13]. The catalyst class is: 513. (4) Reactant: C[O:2][C:3]([C:5]1[S:6][C:7]([C:29]#[C:30][C:31]([CH3:34])([CH3:33])[CH3:32])=[CH:8][C:9]=1[N:10]1[C@H:15]([CH:16]2[CH2:21][CH2:20][CH2:19][CH2:18][CH2:17]2)[CH2:14][O:13][C@@:12]([CH2:23][CH:24]([OH:27])[CH2:25][OH:26])([CH3:22])[C:11]1=[O:28])=[O:4].CO.O.O[Li].O. Product: [CH:16]1([C@H:15]2[N:10]([C:9]3[CH:8]=[C:7]([C:29]#[C:30][C:31]([CH3:34])([CH3:33])[CH3:32])[S:6][C:5]=3[C:3]([OH:4])=[O:2])[C:11](=[O:28])[C@:12]([CH2:23][CH:24]([OH:27])[CH2:25][OH:26])([CH3:22])[O:13][CH2:14]2)[CH2:17][CH2:18][CH2:19][CH2:20][CH2:21]1. The catalyst class is: 1. (5) Reactant: [Br:1][C:2]1[CH:7]=[CH:6][C:5]([C@@H:8]([O:13][C:14]2[CH:19]=[C:18](Cl)[N:17]=[C:16]([NH2:21])[N:15]=2)[C:9]([F:12])([F:11])[F:10])=[C:4]([N:22]2[CH:26]=[CH:25][C:24]([CH3:27])=[N:23]2)[CH:3]=1.[CH2:28]1[C:32]2([CH2:37][CH2:36][NH:35][CH2:34][CH2:33]2)[CH2:31][C@@H:30]([C:38]([O:40][CH2:41][CH3:42])=[O:39])[N:29]1[C:43]([O:45][CH2:46][C:47]1[CH:52]=[CH:51][CH:50]=[CH:49][CH:48]=1)=[O:44].C([O-])([O-])=O.[Na+].[Na+]. Product: [NH2:21][C:16]1[N:17]=[C:18]([N:35]2[CH2:34][CH2:33][C:32]3([CH2:28][N:29]([C:43]([O:45][CH2:46][C:47]4[CH:48]=[CH:49][CH:50]=[CH:51][CH:52]=4)=[O:44])[C@H:30]([C:38]([O:40][CH2:41][CH3:42])=[O:39])[CH2:31]3)[CH2:37][CH2:36]2)[CH:19]=[C:14]([O:13][C@H:8]([C:5]2[CH:6]=[CH:7][C:2]([Br:1])=[CH:3][C:4]=2[N:22]2[CH:26]=[CH:25][C:24]([CH3:27])=[N:23]2)[C:9]([F:12])([F:11])[F:10])[N:15]=1. The catalyst class is: 12. (6) Reactant: [CH3:1][CH2:2][O:3][C:4]([C@H:6]1[CH2:10][CH2:9][C:8](=[O:11])[N:7]1[C:12]([O:14][C:15]([CH3:18])([CH3:17])[CH3:16])=[O:13])=[O:5].[Cl:19][C:20]1[CH:25]=[CH:24][C:23]([Mg]Br)=[CH:22][CH:21]=1.O. Product: [C:15]([O:14][C:12]([NH:7][C@H:6]([CH2:10][CH2:9][C:8]([C:23]1[CH:24]=[CH:25][C:20]([Cl:19])=[CH:21][CH:22]=1)=[O:11])[C:4]([O:3][CH2:2][CH3:1])=[O:5])=[O:13])([CH3:18])([CH3:17])[CH3:16]. The catalyst class is: 7.